Dataset: Peptide-MHC class I binding affinity with 185,985 pairs from IEDB/IMGT. Task: Regression. Given a peptide amino acid sequence and an MHC pseudo amino acid sequence, predict their binding affinity value. This is MHC class I binding data. (1) The binding affinity (normalized) is 0.518. The MHC is HLA-B08:01 with pseudo-sequence HLA-B08:01. The peptide sequence is KPKLKVATL. (2) The peptide sequence is MTYKAAVL. The MHC is HLA-B44:03 with pseudo-sequence HLA-B44:03. The binding affinity (normalized) is 0. (3) The peptide sequence is IDEEDDDLVGV. The MHC is Mamu-B01 with pseudo-sequence Mamu-B01. The binding affinity (normalized) is 0.